This data is from Full USPTO retrosynthesis dataset with 1.9M reactions from patents (1976-2016). The task is: Predict the reactants needed to synthesize the given product. (1) The reactants are: [F:1][C:2]1[C:7]([F:8])=[CH:6][C:5]([NH:9][CH2:10][CH2:11][CH3:12])=[C:4]([N+:13]([O-])=O)[CH:3]=1. Given the product [F:1][C:2]1[CH:3]=[C:4]([NH2:13])[C:5]([NH:9][CH2:10][CH2:11][CH3:12])=[CH:6][C:7]=1[F:8], predict the reactants needed to synthesize it. (2) Given the product [CH3:1][Si:2]([CH3:13])([CH3:12])[C:3]1[CH:8]=[CH:7][C:6]([NH2:9])=[CH:5][CH:4]=1, predict the reactants needed to synthesize it. The reactants are: [CH3:1][Si:2]([CH3:13])([CH3:12])[C:3]1[CH:8]=[CH:7][C:6]([N+:9]([O-])=O)=[CH:5][CH:4]=1.[H][H]. (3) Given the product [O:20]=[C:21]1[CH2:26][CH2:25][N:24]([CH:2]2[CH2:7][CH2:6][N:5]([C:8]([O:10][CH2:11][C:12]3[CH:17]=[CH:16][CH:15]=[CH:14][CH:13]=3)=[O:9])[CH2:4][CH2:3]2)[CH2:23][CH2:22]1, predict the reactants needed to synthesize it. The reactants are: O=[C:2]1[CH2:7][CH2:6][N:5]([C:8]([O:10][CH2:11][C:12]2[CH:17]=[CH:16][CH:15]=[CH:14][CH:13]=2)=[O:9])[CH2:4][CH2:3]1.Cl.C[O:20][C:21]1(OC)[CH2:26][CH2:25][NH:24][CH2:23][CH2:22]1.C(N(CC)CC)C.C(O[BH-](OC(=O)C)OC(=O)C)(=O)C.[Na+].C(O)(=O)C.[OH-].[Na+]. (4) Given the product [NH2:1][C:4]1[CH:9]=[CH:8][C:7]([C:10]2[CH:15]=[CH:14][C:13]([NH:16][C:17](=[O:21])[CH2:18][CH2:19][CH2:20][CH3:25])=[CH:12][CH:11]=2)=[CH:6][CH:5]=1, predict the reactants needed to synthesize it. The reactants are: [N+:1]([C:4]1[CH:9]=[CH:8][C:7]([C:10]2[CH:15]=[CH:14][C:13]([NH:16][C:17](=[O:21])[CH2:18][CH2:19][CH3:20])=[CH:12][CH:11]=2)=[CH:6][CH:5]=1)([O-])=O.[Cl-].[NH4+].O.[CH3:25]O. (5) Given the product [CH3:25][O:24][CH2:23][C:10]1([CH2:9][OH:8])[CH2:15][CH2:14][NH:13][CH2:12][CH2:11]1, predict the reactants needed to synthesize it. The reactants are: Cl.O1CCOCC1.[OH:8][CH2:9][C:10]1([CH2:23][O:24][CH3:25])[CH2:15][CH2:14][N:13](C(OC(C)(C)C)=O)[CH2:12][CH2:11]1. (6) Given the product [Cl:1][C:2]1[CH:3]=[C:4]([S:14]([CH3:22])(=[O:16])=[O:13])[C:5]([NH2:9])=[N:6][C:7]=1[CH3:8], predict the reactants needed to synthesize it. The reactants are: [Cl:1][C:2]1[CH:3]=[C:4](SC)[C:5]([NH2:9])=[N:6][C:7]=1[CH3:8].O[O:13][S:14]([O-:16])=O.[K+].S([O-])(O)=O.[C:22](=O)(O)[O-].[Na+]. (7) Given the product [NH2:9][C:4]1[C:5]([OH:8])=[N:6][CH:7]=[C:2]([CH3:1])[CH:3]=1, predict the reactants needed to synthesize it. The reactants are: [CH3:1][C:2]1[CH:3]=[C:4]([N+:9]([O-])=O)[C:5]([OH:8])=[N:6][CH:7]=1.